This data is from Full USPTO retrosynthesis dataset with 1.9M reactions from patents (1976-2016). The task is: Predict the reactants needed to synthesize the given product. (1) Given the product [Cl:1][C:2]1[CH:21]=[CH:20][C:5]([CH2:6][S:7][C:8]2[O:9][C:10]3[CH:16]=[CH:15][C:14]([NH2:17])=[CH:13][C:11]=3[N:12]=2)=[CH:4][CH:3]=1, predict the reactants needed to synthesize it. The reactants are: [Cl:1][C:2]1[CH:21]=[CH:20][C:5]([CH2:6][S:7][C:8]2[O:9][C:10]3[CH:16]=[CH:15][C:14]([N+:17]([O-])=O)=[CH:13][C:11]=3[N:12]=2)=[CH:4][CH:3]=1.[Cl-].[NH4+].C(OCC)(=O)C. (2) Given the product [Cl:28][C:29]1[CH:34]=[CH:33][C:32]([CH:35]2[N:39]([C:40]([N:42]3[CH2:43][CH2:44][N:45]([C:16](=[O:19])[CH3:15])[CH2:46][CH2:47]3)=[O:41])[C:38]([C:49]3[CH:54]=[CH:53][C:52]([O:55][CH3:56])=[CH:51][C:50]=3[O:57][CH2:58][CH3:59])=[N:37][CH:36]2[CH2:60][CH:61]([CH3:62])[CH3:65])=[CH:31][CH:30]=1, predict the reactants needed to synthesize it. The reactants are: ClC1C=CC(C2NC(C3C=C[C:16]([O:19]C)=[CH:15]C=3OCC)=NC2CC(C)C)=CC=1.[Cl:28][C:29]1[CH:34]=[CH:33][C:32]([CH:35]2[N:39]([C:40]([N:42]3[CH2:47][CH2:46][N:45](C)[CH2:44][CH2:43]3)=[O:41])[C:38]([C:49]3[CH:54]=[CH:53][C:52]([O:55][CH3:56])=[CH:51][C:50]=3[O:57][CH2:58][CH3:59])=[N:37][CH:36]2[CH2:60][CH:61]2[CH2:65]CC[CH2:62]2)=[CH:31][CH:30]=1. (3) Given the product [C:29]([Si:26]([CH3:28])([CH3:27])[O:1][CH:2]([CH:15]([CH3:17])[CH3:16])[CH:3]([CH3:14])[C:4](=[O:13])[C:5]([CH3:11])([CH3:12])[CH:6]([O:7][CH3:8])[O:9][CH3:10])([CH3:32])([CH3:31])[CH3:30], predict the reactants needed to synthesize it. The reactants are: [OH:1][CH:2]([CH:15]([CH3:17])[CH3:16])[CH:3]([CH3:14])[C:4](=[O:13])[C:5]([CH3:12])([CH3:11])[CH:6]([O:9][CH3:10])[O:7][CH3:8].N1C(C)=CC=CC=1C.[Si:26](OS(C(F)(F)F)(=O)=O)([C:29]([CH3:32])([CH3:31])[CH3:30])([CH3:28])[CH3:27].[OH-].[Na+]. (4) Given the product [C:22]([C:19]1[CH:20]=[CH:21][C:16]([C:9]2[C:10]3[C:15]([C:2]([C:33]4[CH:34]=[CH:35][C:30]([C:26]([CH3:29])([CH3:28])[CH3:27])=[CH:31][CH:32]=4)=[C:3]4[C:8]=2[CH:7]=[CH:6][CH:5]=[CH:4]4)=[CH:14][CH:13]=[CH:12][CH:11]=3)=[CH:17][CH:18]=1)([CH3:23])([CH3:25])[CH3:24], predict the reactants needed to synthesize it. The reactants are: Br[C:2]1[C:3]2[C:8]([C:9]([C:16]3[CH:21]=[CH:20][C:19]([C:22]([CH3:25])([CH3:24])[CH3:23])=[CH:18][CH:17]=3)=[C:10]3[C:15]=1[CH:14]=[CH:13][CH:12]=[CH:11]3)=[CH:7][CH:6]=[CH:5][CH:4]=2.[C:26]([C:30]1[CH:35]=[CH:34][C:33](C#C)=[CH:32][CH:31]=1)([CH3:29])([CH3:28])[CH3:27].C1CCN2C(=NCCC2)CC1.C1(C)C=CC=CC=1. (5) Given the product [Br:14][C:11]1[CH:12]=[CH:13][C:8]([C:5]#[C:4][C:2]([CH3:3])([OH:6])[CH3:1])=[N:9][CH:10]=1, predict the reactants needed to synthesize it. The reactants are: [CH3:1][C:2]([OH:6])([C:4]#[CH:5])[CH3:3].Br[C:8]1[CH:13]=[CH:12][C:11]([Br:14])=[CH:10][N:9]=1.C(NC(C)C)(C)C.O.